This data is from Catalyst prediction with 721,799 reactions and 888 catalyst types from USPTO. The task is: Predict which catalyst facilitates the given reaction. (1) Reactant: [CH2:1]([NH:8][C:9](=[O:21])[C@H:10]([NH:13]C(OC(C)(C)C)=O)[CH2:11][OH:12])[C:2]1[CH:7]=[CH:6][CH:5]=[CH:4][CH:3]=1.ClCCl.Cl.[OH-].[Na+]. The catalyst class is: 6. Product: [NH2:13][C@H:10]([CH2:11][OH:12])[C:9]([NH:8][CH2:1][C:2]1[CH:7]=[CH:6][CH:5]=[CH:4][CH:3]=1)=[O:21]. (2) Reactant: [CH2:1]([OH:3])[CH3:2].[H-].[Na+].Br[C:7]1[CH:8]=[C:9]([CH:30]=[CH:31][N:32]=1)[C:10]([NH:12][C:13]1[S:14][C:15]2[C:21]([N:22]3[CH2:27][CH2:26][O:25][CH2:24][CH2:23]3)=[CH:20][CH:19]=[C:18]([O:28][CH3:29])[C:16]=2[N:17]=1)=[O:11]. Product: [CH2:1]([O:3][C:7]1[CH:8]=[C:9]([CH:30]=[CH:31][N:32]=1)[C:10]([NH:12][C:13]1[S:14][C:15]2[C:21]([N:22]3[CH2:23][CH2:24][O:25][CH2:26][CH2:27]3)=[CH:20][CH:19]=[C:18]([O:28][CH3:29])[C:16]=2[N:17]=1)=[O:11])[CH3:2]. The catalyst class is: 12. (3) Reactant: [Cl:1][C:2]1[C:3]([O:12][C:13]2[CH:18]=[C:17]([OH:19])[CH:16]=[CH:15][C:14]=2/[CH:20]=[CH:21]/[C:22]([O:24][CH2:25][CH3:26])=[O:23])=[N:4][CH:5]=[C:6]([C:8]([F:11])([F:10])[F:9])[CH:7]=1.C(=O)([O-])[O-].[K+].[K+].[I-].[Na+].Br[CH2:36][CH2:37][CH:38]1[O:42][CH2:41][CH2:40][O:39]1. Product: [Cl:1][C:2]1[C:3]([O:12][C:13]2[CH:18]=[C:17]([O:19][CH2:36][CH2:37][CH:38]3[O:42][CH2:41][CH2:40][O:39]3)[CH:16]=[CH:15][C:14]=2/[CH:20]=[CH:21]/[C:22]([O:24][CH2:25][CH3:26])=[O:23])=[N:4][CH:5]=[C:6]([C:8]([F:9])([F:11])[F:10])[CH:7]=1. The catalyst class is: 35. (4) Reactant: [O:1]1[CH2:6][CH2:5][N:4]([CH2:7][C:8]([OH:10])=O)[CH2:3][CH2:2]1.C1CN([P+](ON2N=NC3C=CC=CC2=3)(N2CCCC2)N2CCCC2)CC1.F[P-](F)(F)(F)(F)F.CC(N(C)C)=O.[NH2:50][C:51]1[CH:52]=[C:53]([C:57]2[N:66]=[C:65]([NH:67][C:68]3[CH:69]=[C:70]4[C:74](=[CH:75][CH:76]=3)[N:73]([C:77]([O:79][C:80]([CH3:83])([CH3:82])[CH3:81])=[O:78])[N:72]=[CH:71]4)[C:64]3[C:59](=[CH:60][CH:61]=[CH:62][CH:63]=3)[N:58]=2)[CH:54]=[CH:55][CH:56]=1. Product: [O:1]1[CH2:2][CH2:3][N:4]([CH2:7][C:8]([NH:50][C:51]2[CH:52]=[C:53]([C:57]3[N:66]=[C:65]([NH:67][C:68]4[CH:69]=[C:70]5[C:74](=[CH:75][CH:76]=4)[N:73]([C:77]([O:79][C:80]([CH3:83])([CH3:82])[CH3:81])=[O:78])[N:72]=[CH:71]5)[C:64]4[C:59](=[CH:60][CH:61]=[CH:62][CH:63]=4)[N:58]=3)[CH:54]=[CH:55][CH:56]=2)=[O:10])[CH2:5][CH2:6]1. The catalyst class is: 2. (5) Reactant: O[Li].O.[C:4]([O:8][C:9]([N:11]1[C:19]2[C:14](=[CH:15][CH:16]=[CH:17][CH:18]=2)[CH:13]([C:20]([N:22]2[CH2:25][CH2:24][C@H:23]2[C:26]([O:28]CC)=[O:27])=[O:21])[CH2:12]1)=[O:10])([CH3:7])([CH3:6])[CH3:5]. Product: [C:4]([O:8][C:9]([N:11]1[C:19]2[C:14](=[CH:15][CH:16]=[CH:17][CH:18]=2)[CH:13]([C:20]([N:22]2[CH2:25][CH2:24][C@H:23]2[C:26]([OH:28])=[O:27])=[O:21])[CH2:12]1)=[O:10])([CH3:7])([CH3:5])[CH3:6]. The catalyst class is: 799. (6) Reactant: [CH2:1]([Li])CCC.C(NC(C)C)(C)C.[Cl:13][C:14]1[N:19]=[C:18]2[CH:20]=[CH:21][N:22]([S:23]([C:26]3[CH:31]=[CH:30][CH:29]=[CH:28][CH:27]=3)(=[O:25])=[O:24])[C:17]2=[CH:16][CH:15]=1.CI. Product: [Cl:13][C:14]1[N:19]=[C:18]2[CH:20]=[C:21]([CH3:1])[N:22]([S:23]([C:26]3[CH:31]=[CH:30][CH:29]=[CH:28][CH:27]=3)(=[O:25])=[O:24])[C:17]2=[CH:16][CH:15]=1. The catalyst class is: 1. (7) Reactant: Cl[C:2]1[CH:3]=[CH:4][C:5]2[C:11](=[O:12])[NH:10][C:9]3[CH:13]=[C:14]([C:17]([OH:20])([CH3:19])[CH3:18])[CH:15]=[CH:16][C:8]=3[NH:7][C:6]=2[CH:21]=1.[NH2:22][C:23]1[CH:28]=[CH:27][N:26]=[CH:25][CH:24]=1.C([O-])([O-])=O.[Cs+].[Cs+]. Product: [OH:20][C:17]([C:14]1[CH:15]=[CH:16][C:8]2[NH:7][C:6]3[CH:21]=[C:2]([NH:22][C:23]4[CH:28]=[CH:27][N:26]=[CH:25][CH:24]=4)[CH:3]=[CH:4][C:5]=3[C:11](=[O:12])[NH:10][C:9]=2[CH:13]=1)([CH3:19])[CH3:18]. The catalyst class is: 62. (8) Reactant: [CH3:1][O:2][C:3]1[CH:8]=[CH:7][C:6]([CH2:9][CH:10]([NH:13][CH:14]=O)[CH2:11][CH3:12])=[CH:5][C:4]=1[CH2:16][CH2:17][CH3:18].O=P(Cl)(Cl)Cl. Product: [CH2:11]([CH:10]1[CH2:9][C:6]2[C:7](=[CH:8][C:3]([O:2][CH3:1])=[C:4]([CH2:16][CH2:17][CH3:18])[CH:5]=2)[CH:14]=[N:13]1)[CH3:12]. The catalyst class is: 10. (9) The catalyst class is: 3. Product: [CH2:7]([O:9][C:10](=[N:12][O:13][C:15]1[CH:20]=[CH:19][CH:18]=[CH:17][C:16]=1[C:21]([F:24])([F:23])[F:22])[CH3:11])[CH3:8]. Reactant: C(O[K])(C)(C)C.[CH2:7]([O:9][C:10](=[N:12][OH:13])[CH3:11])[CH3:8].F[C:15]1[CH:20]=[CH:19][CH:18]=[CH:17][C:16]=1[C:21]([F:24])([F:23])[F:22].